From a dataset of Catalyst prediction with 721,799 reactions and 888 catalyst types from USPTO. Predict which catalyst facilitates the given reaction. (1) Reactant: C([O:8][C:9]1[C:14](=[O:15])[C:13]([Cl:16])=[CH:12][N:11]([CH3:17])[CH:10]=1)C1C=CC=CC=1.[CH2:18](O)C. Product: [Cl:16][C:13]1[C:14](=[O:15])[C:9]([OH:8])=[CH:10][N:11]([CH3:17])[C:12]=1[CH3:18]. The catalyst class is: 33. (2) Reactant: [Cl:1][C:2]1[CH:7]=[CH:6][C:5]([C@@H:8]2[C@@H:13]([C@@H:14]([O:16][C:17]3[CH:22]=[CH:21][C:20](Cl)=[C:19](Cl)[CH:18]=3)[CH3:15])[CH2:12][CH2:11][N:10]([C:25]([CH:27]3[CH2:32][CH2:31][N:30]([C:33]4[CH:38]=[CH:37][C:36]([C:39]#[N:40])=[CH:35][N:34]=4)[CH2:29][CH2:28]3)=[O:26])[CH2:9]2)=[CH:4][CH:3]=1.N1CCCCC1.C(N1CC[C@H]([C@H]([OH:62])C)[C@@H](C2C=CC(Cl)=CC=2)C1)C1C=CC=CC=1.[F:70]C1C=C(O)C=CC=1.ClC(OC(Cl)=O)C.CCN(C(C)C)C(C)C. Product: [C:39]([C:36]1[CH:37]=[CH:38][C:33]([N:30]2[CH2:31][CH2:32][CH:27]([C:25]([OH:26])=[O:62])[CH2:28][CH2:29]2)=[N:34][CH:35]=1)#[N:40].[Cl:1][C:2]1[CH:7]=[CH:6][C:5]([C@@H:8]2[C@@H:13]([C@@H:14]([O:16][C:17]3[CH:22]=[CH:21][CH:20]=[C:19]([F:70])[CH:18]=3)[CH3:15])[CH2:12][CH2:11][N:10]([C:25]([CH:27]3[CH2:32][CH2:31][N:30]([C:33]4[CH:38]=[CH:37][C:36]([C:39]#[N:40])=[CH:35][N:34]=4)[CH2:29][CH2:28]3)=[O:26])[CH2:9]2)=[CH:4][CH:3]=1. The catalyst class is: 5.